From a dataset of Full USPTO retrosynthesis dataset with 1.9M reactions from patents (1976-2016). Predict the reactants needed to synthesize the given product. (1) The reactants are: Cl.[NH2:2][C:3]12[CH2:10][CH2:9][C:6]([C:11]([O:13][CH2:14][CH3:15])=[O:12])([CH2:7][CH2:8]1)[CH2:5][CH2:4]2.C(=O)([O-])[O-].[K+].[K+].[I-].[K+].[F:24][C@@H:25]1[CH2:29][N:28]([C:30](=[O:42])[CH2:31]OS(C2C=CC=CC=2)(=O)=O)[C@H:27]([C:43]#[N:44])[CH2:26]1. Given the product [CH2:14]([O:13][C:11]([C:6]12[CH2:5][CH2:4][C:3]([NH:2][CH2:31][C:30]([N:28]3[CH2:29][C@@H:25]([F:24])[CH2:26][C@H:27]3[C:43]#[N:44])=[O:42])([CH2:10][CH2:9]1)[CH2:8][CH2:7]2)=[O:12])[CH3:15], predict the reactants needed to synthesize it. (2) Given the product [O:18]=[C:16]1[NH:1][CH2:4][CH2:5][N:6]2[CH:10]=[C:9]([C:11]([O:13][CH2:14][CH3:15])=[O:12])[CH:8]=[C:7]12, predict the reactants needed to synthesize it. The reactants are: [N:1]([CH2:4][CH2:5][N:6]1[CH:10]=[C:9]([C:11]([O:13][CH2:14][CH3:15])=[O:12])[CH:8]=[C:7]1[C:16]([O:18]CC)=O)=[N+]=[N-].C(=O)([O-])[O-].[K+].[K+]. (3) Given the product [Cl:8][C:9]1[CH:10]=[C:11]([C:19]2[O:23][N:22]=[C:21]([C:24]3[CH:25]=[CH:26][CH:27]=[C:28]4[C:32]=3[NH:31][CH:30]=[C:29]4[CH2:33][CH2:34][C:35]([OH:37])=[O:36])[N:20]=2)[CH:12]=[CH:13][C:14]=1[O:15][CH:16]([CH3:17])[CH3:18], predict the reactants needed to synthesize it. The reactants are: FC(F)(F)C(O)=O.[Cl:8][C:9]1[CH:10]=[C:11]([C:19]2[O:23][N:22]=[C:21]([C:24]3[CH:25]=[CH:26][CH:27]=[C:28]4[C:32]=3[NH:31][CH:30]=[C:29]4[CH2:33][CH2:34][C:35]([O:37]C(C)(C)C)=[O:36])[N:20]=2)[CH:12]=[CH:13][C:14]=1[O:15][CH:16]([CH3:18])[CH3:17]. (4) Given the product [CH3:1][N:2]([CH2:7][C:8]1[N:9]([CH3:17])[C:10]2[C:15]([CH:16]=1)=[CH:14][CH:13]=[CH:12][CH:11]=2)[C:3](=[O:6])/[CH:4]=[CH:5]/[C:19]1[CH:29]=[N:28][C:22]2[NH:23][C:24](=[O:27])[O:25][CH2:26][C:21]=2[CH:20]=1, predict the reactants needed to synthesize it. The reactants are: [CH3:1][N:2]([CH2:7][C:8]1[N:9]([CH3:17])[C:10]2[C:15]([CH:16]=1)=[CH:14][CH:13]=[CH:12][CH:11]=2)[C:3](=[O:6])[CH:4]=[CH2:5].Br[C:19]1[CH:29]=[N:28][C:22]2[NH:23][C:24](=[O:27])[O:25][CH2:26][C:21]=2[CH:20]=1.CCN(C(C)C)C(C)C.C1(C)C=CC=CC=1P(C1C=CC=CC=1C)C1C=CC=CC=1C. (5) Given the product [CH3:19][N:16]1[CH2:17][CH2:18][CH:13]([O:12][C:4]2[CH:3]=[C:2]([N:20]3[CH2:24][CH2:23][CH2:22][CH2:21]3)[CH:11]=[CH:10][C:5]=2[C:6]([O:8][CH3:9])=[O:7])[CH2:14][CH2:15]1, predict the reactants needed to synthesize it. The reactants are: F[C:2]1[CH:11]=[CH:10][C:5]([C:6]([O:8][CH3:9])=[O:7])=[C:4]([O:12][CH:13]2[CH2:18][CH2:17][N:16]([CH3:19])[CH2:15][CH2:14]2)[CH:3]=1.[NH:20]1[CH2:24][CH2:23][CH2:22][CH2:21]1.